Dataset: Retrosynthesis with 50K atom-mapped reactions and 10 reaction types from USPTO. Task: Predict the reactants needed to synthesize the given product. (1) Given the product O=c1[nH]c2cc(Cl)ccc2c(=O)c(-c2ccc([N+](=O)[O-])cc2)c1O, predict the reactants needed to synthesize it. The reactants are: COc1c(-c2ccc([N+](=O)[O-])cc2)c(=O)c2ccc(Cl)cc2[nH]c1=O. (2) Given the product OCc1ccc(-c2ccccc2)c(F)c1, predict the reactants needed to synthesize it. The reactants are: O=Cc1ccc(-c2ccccc2)c(F)c1. (3) Given the product CCOc1ccc(Nc2nc(Cl)nc3ccccc23)cc1, predict the reactants needed to synthesize it. The reactants are: CCOc1ccc(N)cc1.Clc1nc(Cl)c2ccccc2n1. (4) Given the product OCCn1ccc2ccccc21, predict the reactants needed to synthesize it. The reactants are: OCCBr.c1ccc2[nH]ccc2c1. (5) Given the product CN(C)CC=CCCCCCCCCCCCCCCCCCC[SiH3], predict the reactants needed to synthesize it. The reactants are: CNC.[SiH3]CCCCCCCCCCCCCCCCCCC=CCCl. (6) Given the product CC(C)(C)OC(=O)NN[C@@H](CC(N)=O)C(=O)OCc1ccccc1, predict the reactants needed to synthesize it. The reactants are: BrCc1ccccc1.CC(C)(C)OC(=O)NN[C@@H](CC(N)=O)C(=O)O. (7) Given the product O=C(Sc1c(F)c(F)c(F)c(F)c1F)c1cccc(OC(=S)Cl)c1, predict the reactants needed to synthesize it. The reactants are: O=C(Sc1c(F)c(F)c(F)c(F)c1F)c1cccc(O)c1.S=C(Cl)Cl. (8) The reactants are: COC(=O)c1ccc(CNC23CC4CC(CC(C4)C2)C3)cc1. Given the product O=C(O)c1ccc(CNC23CC4CC(CC(C4)C2)C3)cc1, predict the reactants needed to synthesize it.